Dataset: Catalyst prediction with 721,799 reactions and 888 catalyst types from USPTO. Task: Predict which catalyst facilitates the given reaction. (1) Reactant: [NH2:1][C:2]1[CH:7]=[C:6]([O:8][CH3:9])[C:5]([O:10][CH3:11])=[C:4]([O:12][CH3:13])[C:3]=1[NH2:14].C(N([CH2:20][CH3:21])CC)C.[CH2:22]([O:29][CH2:30][C:31](Cl)=[O:32])[C:23]1[CH:28]=[CH:27][CH:26]=[CH:25][CH:24]=1. Product: [CH2:22]([O:29][CH2:30][C:31]([NH:1][C:2]1[CH:7]=[C:6]([O:8][CH3:9])[C:5]([O:10][CH3:11])=[C:4]([O:12][CH3:13])[C:3]=1[NH:14][C:5](=[O:10])[CH2:6][O:8][CH2:9][C:21]1[CH:20]=[CH:4][CH:3]=[CH:2][CH:7]=1)=[O:32])[C:23]1[CH:28]=[CH:27][CH:26]=[CH:25][CH:24]=1. The catalyst class is: 4. (2) Reactant: [CH:1](=[N:8][OH:9])[C:2]1[CH:7]=[CH:6][CH:5]=[CH:4][CH:3]=1.ClN1C(=O)CCC1=O.[CH:18]([C:20]1[N:21]=[C:22]([CH:25]2[CH2:30][CH2:29][N:28]([C:31](=[O:43])[CH2:32][N:33]3[C:37]([CH3:38])=[CH:36][C:35]([C:39]([F:42])([F:41])[F:40])=[N:34]3)[CH2:27][CH2:26]2)[S:23][CH:24]=1)=[CH2:19].C(N(CC)CC)C. Product: [C:2]1([C:1]2[CH2:19][CH:18]([C:20]3[N:21]=[C:22]([CH:25]4[CH2:30][CH2:29][N:28]([C:31](=[O:43])[CH2:32][N:33]5[C:37]([CH3:38])=[CH:36][C:35]([C:39]([F:41])([F:40])[F:42])=[N:34]5)[CH2:27][CH2:26]4)[S:23][CH:24]=3)[O:9][N:8]=2)[CH:7]=[CH:6][CH:5]=[CH:4][CH:3]=1. The catalyst class is: 35.